Dataset: Forward reaction prediction with 1.9M reactions from USPTO patents (1976-2016). Task: Predict the product of the given reaction. (1) Given the reactants [F:1][C:2]1[CH:19]=[C:18]([F:20])[CH:17]=[CH:16][C:3]=1[NH:4][C:5]1[CH:13]=[C:12]([F:14])[C:11]([F:15])=[CH:10][C:6]=1[C:7]([OH:9])=O.[C:21]([O:25][C:26]([CH3:29])([CH3:28])[CH3:27])(=[O:24])[NH:22][NH2:23].C(N=C=NCCCN(C)C)C, predict the reaction product. The product is: [C:26]([O:25][C:21]([N:22]([C:7](=[O:9])[C:6]1[CH:10]=[C:11]([F:15])[C:12]([F:14])=[CH:13][C:5]=1[NH:4][C:3]1[CH:16]=[CH:17][C:18]([F:20])=[CH:19][C:2]=1[F:1])[NH2:23])=[O:24])([CH3:29])([CH3:28])[CH3:27]. (2) Given the reactants [CH2:1]([S:4][C:5]1[N:9]([CH2:10][C:11]2[CH:16]=[CH:15][C:14]([C:17]3[CH:22]=[CH:21][CH:20]=[CH:19][C:18]=3[C:23]3[NH:27][N:26]=[N:25][N:24]=3)=[CH:13][CH:12]=2)[C:8]2[C:28]([C:32]([O:34]CC)=[O:33])=[CH:29][CH:30]=[CH:31][C:7]=2[N:6]=1)[CH2:2][CH3:3].[OH-].[Na+], predict the reaction product. The product is: [CH2:1]([S:4][C:5]1[N:9]([CH2:10][C:11]2[CH:12]=[CH:13][C:14]([C:17]3[CH:22]=[CH:21][CH:20]=[CH:19][C:18]=3[C:23]3[NH:27][N:26]=[N:25][N:24]=3)=[CH:15][CH:16]=2)[C:8]2[C:28]([C:32]([OH:34])=[O:33])=[CH:29][CH:30]=[CH:31][C:7]=2[N:6]=1)[CH2:2][CH3:3].